This data is from Forward reaction prediction with 1.9M reactions from USPTO patents (1976-2016). The task is: Predict the product of the given reaction. Given the reactants [C:1]1([C:5]([OH:7])=[O:6])[CH2:4][CH2:3][CH:2]=1.C(Cl)(=O)C(Cl)=O.[F:14][C:15]1[C:20]([F:21])=[C:19]([F:22])[C:18]([F:23])=[C:17]([F:24])[C:16]=1O.C(N(CC)CC)C.C1(C(Cl)=O)CCC=1, predict the reaction product. The product is: [C:1]1([C:5]([O:7][C:16]2[C:17]([F:24])=[C:18]([F:23])[C:19]([F:22])=[C:20]([F:21])[C:15]=2[F:14])=[O:6])[CH2:4][CH2:3][CH:2]=1.